This data is from Full USPTO retrosynthesis dataset with 1.9M reactions from patents (1976-2016). The task is: Predict the reactants needed to synthesize the given product. (1) Given the product [F:13][C:9]1[CH:8]=[C:7]([CH:6]2[CH2:2][CH2:3][CH2:4][NH:5]2)[CH:12]=[CH:11][CH:10]=1, predict the reactants needed to synthesize it. The reactants are: Cl[CH2:2][CH2:3][CH2:4][N:5]=[CH:6][C:7]1[CH:12]=[CH:11][CH:10]=[C:9]([F:13])[CH:8]=1.[Li].C(C1C=CC(C2C=CC(C(C)(C)C)=CC=2)=CC=1)(C)(C)C. (2) The reactants are: Cl[C:2]1[CH:3]=[CH:4][C:5]([N+:8]([O-:10])=[O:9])=[N:6][CH:7]=1.[NH3:11].O. Given the product [N+:8]([C:5]1[N:6]=[CH:7][C:2]([NH2:11])=[CH:3][CH:4]=1)([O-:10])=[O:9], predict the reactants needed to synthesize it. (3) Given the product [C:3]1([CH:1]([CH3:10])[CH3:2])[CH:8]=[CH:7][CH:6]=[CH:5][CH:4]=1, predict the reactants needed to synthesize it. The reactants are: [CH2:1]([C:3]1[CH:8]=[CH:7][CH:6]=[CH:5][CH:4]=1)[CH3:2].O.[CH:10]1C=CC=CC=1. (4) The reactants are: Cl.CO[C:4](=[O:14])[C@@H:5]1[CH2:9][C@@H:8]([O:10][CH2:11][CH:12]=[CH2:13])[CH2:7][NH:6]1.[NH:15]([C:35]([CH3:37])=[O:36])[C@H:16]([C:25]([NH:27][C@H:28]([C:32]([OH:34])=O)[CH:29]([CH3:31])[CH3:30])=[O:26])[CH2:17][C:18]1[CH:23]=[CH:22][C:21]([OH:24])=[CH:20][CH:19]=1.C([N:41]([CH:44]([CH3:46])[CH3:45])CC)(C)C.[OH:47]N1C2C=CC=CC=2N=N1.Cl.CN(C)CCCN=C=NCC.[C:69]([O:72]CC)(=[O:71])C. Given the product [C:35]([NH:15][C@H:16]([C:25]([NH:27][C@H:28]([C:32]([N:6]1[CH2:7][C@H:8]([O:10][CH2:11][CH:12]=[CH2:13])[CH2:9][C@H:5]1[C:4]([NH:41][C@H:44]([CH:45]=[O:47])[CH2:46][C:69]([OH:72])=[O:71])=[O:14])=[O:34])[CH:29]([CH3:30])[CH3:31])=[O:26])[CH2:17][C:18]1[CH:19]=[CH:20][C:21]([OH:24])=[CH:22][CH:23]=1)(=[O:36])[CH3:37], predict the reactants needed to synthesize it. (5) Given the product [NH:8]1[C:9]([C:10]2[CH:11]=[C:12]([CH:38]=[CH:39][CH:40]=2)[CH2:13][O:14][CH2:15][C@@H:16]([NH:19][C:20](=[O:37])[C@H:21]([CH2:29][C:30]2[CH:35]=[CH:34][CH:33]=[C:32]([CH3:36])[CH:31]=2)[NH:22][C:23]2[CH:28]=[CH:27][CH:26]=[CH:25][CH:24]=2)[C:17]#[N:18])=[N:5][N:6]=[N:7]1, predict the reactants needed to synthesize it. The reactants are: C(CC[N:5]1[C:9]([C:10]2[CH:11]=[C:12]([CH:38]=[CH:39][CH:40]=2)[CH2:13][O:14][CH2:15][C@@H:16]([NH:19][C:20](=[O:37])[C@H:21]([CH2:29][C:30]2[CH:35]=[CH:34][CH:33]=[C:32]([CH3:36])[CH:31]=2)[NH:22][C:23]2[CH:28]=[CH:27][CH:26]=[CH:25][CH:24]=2)[C:17]#[N:18])=[N:8][N:7]=[N:6]1)#N.C1CCN2C(=NCCC2)CC1. (6) Given the product [Cl:30][C:5]1([C:3]([OH:4])=[O:2])[C:7]2([CH2:8][CH2:9][C:10]([C:28]#[N:29])([C:13]3[C:21]4[C:20]5[CH:22]=[CH:23][CH:24]=[CH:25][C:19]=5[O:18][C:17]=4[C:16]([O:26][CH3:27])=[CH:15][CH:14]=3)[CH2:11][CH2:12]2)[O:6]1, predict the reactants needed to synthesize it. The reactants are: C[O:2][C:3]([C:5]1([Cl:30])[C:7]2([CH2:12][CH2:11][C:10]([C:28]#[N:29])([C:13]3[C:21]4[C:20]5[CH:22]=[CH:23][CH:24]=[CH:25][C:19]=5[O:18][C:17]=4[C:16]([O:26][CH3:27])=[CH:15][CH:14]=3)[CH2:9][CH2:8]2)[O:6]1)=[O:4].C[O-].[Na+].Cl.